This data is from Full USPTO retrosynthesis dataset with 1.9M reactions from patents (1976-2016). The task is: Predict the reactants needed to synthesize the given product. (1) Given the product [NH2:5][C:4]1[C:3]([C:14]#[N:15])=[C:2]([F:1])[C:8]([C:9]([F:12])([F:11])[F:10])=[CH:7][CH:6]=1, predict the reactants needed to synthesize it. The reactants are: [F:1][C:2]1[C:3](I)=[C:4]([CH:6]=[CH:7][C:8]=1[C:9]([F:12])([F:11])[F:10])[NH2:5].[C:14]([Cu])#[N:15]. (2) Given the product [Cl:34][C:35]1[CH:44]=[C:43]2[C:38]([C:39]([N:45]3[CH2:50][CH2:49][N:48]([C:13]([NH:6][C:5]4[CH:7]=[CH:8][C:9]([O:10][CH3:11])=[C:3]([O:2][CH3:1])[CH:4]=4)=[O:14])[CH2:47][CH2:46]3)=[CH:40][CH:41]=[N:42]2)=[CH:37][CH:36]=1, predict the reactants needed to synthesize it. The reactants are: [CH3:1][O:2][C:3]1[CH:4]=[C:5]([CH:7]=[CH:8][C:9]=1[O:10][CH3:11])[NH2:6].Cl[C:13](OC1C=CC([N+]([O-])=O)=CC=1)=[O:14].C(N(C(C)C)CC)(C)C.[Cl:34][C:35]1[CH:44]=[C:43]2[C:38]([C:39]([N:45]3[CH2:50][CH2:49][NH:48][CH2:47][CH2:46]3)=[CH:40][CH:41]=[N:42]2)=[CH:37][CH:36]=1. (3) Given the product [ClH:22].[ClH:22].[O:1]1[CH2:6][CH2:5][CH2:4][CH:3]([NH:7][NH2:8])[CH2:2]1, predict the reactants needed to synthesize it. The reactants are: [O:1]1[CH2:6][CH2:5][CH2:4][CH:3]([NH:7][NH:8]C(OC(C)(C)C)=O)[CH2:2]1.C(OCC)(=O)C.[ClH:22]. (4) Given the product [Br:1][C:2]1[CH:10]=[CH:9][C:5]([C:6]([N:48]2[CH2:49][CH2:50][N:45]([CH3:44])[CH2:46][CH2:47]2)=[O:8])=[C:4]([O:11][CH3:12])[CH:3]=1, predict the reactants needed to synthesize it. The reactants are: [Br:1][C:2]1[CH:10]=[CH:9][C:5]([C:6]([OH:8])=O)=[C:4]([O:11][CH3:12])[CH:3]=1.CN1CCOCC1.CN(C(ON1N=NC2C=CC=NC1=2)=[N+](C)C)C.F[P-](F)(F)(F)(F)F.[CH3:44][N:45]1[CH2:50][CH2:49][NH:48][CH2:47][CH2:46]1. (5) Given the product [CH3:8][O:9][C:10]1[CH:16]=[CH:15][C:13]([N:14]([CH2:2][C:3]([O:5][CH2:23][CH3:25])=[O:4])[CH2:2][C:3]([O:5][CH2:6][CH3:7])=[O:4])=[CH:12][CH:11]=1, predict the reactants needed to synthesize it. The reactants are: Br[CH2:2][C:3]([O:5][CH2:6][CH3:7])=[O:4].[CH3:8][O:9][C:10]1[CH:16]=[CH:15][C:13]([NH2:14])=[CH:12][CH:11]=1.CCN([CH:23]([CH3:25])C)C(C)C. (6) Given the product [O:1]1[C:5]([C:6]2[CH:7]=[C:8]([CH:10]=[C:11]([C:13]([F:14])([F:15])[F:16])[CH:12]=2)[NH:9][CH2:23][C:18]2[CH:19]=[CH:20][CH:21]=[CH:22][N:17]=2)=[CH:4][N:3]=[CH:2]1, predict the reactants needed to synthesize it. The reactants are: [O:1]1[C:5]([C:6]2[CH:7]=[C:8]([CH:10]=[C:11]([C:13]([F:16])([F:15])[F:14])[CH:12]=2)[NH2:9])=[CH:4][N:3]=[CH:2]1.[N:17]1[CH:22]=[CH:21][CH:20]=[CH:19][C:18]=1[CH:23]=O.C(O[BH-](OC(=O)C)OC(=O)C)(=O)C.[Na+].C(=O)([O-])O.[Na+]. (7) Given the product [NH2:1][C:2]1[C:11]([NH2:12])=[C:10]([C:15]([F:16])([F:17])[F:18])[CH:9]=[CH:8][C:3]=1[C:4]([O:6][CH3:7])=[O:5], predict the reactants needed to synthesize it. The reactants are: [NH2:1][C:2]1[C:11]([N+:12]([O-])=O)=[C:10]([C:15]([F:18])([F:17])[F:16])[CH:9]=[CH:8][C:3]=1[C:4]([O:6][CH3:7])=[O:5].C([O-])=O.[NH4+].